The task is: Predict the product of the given reaction.. This data is from Forward reaction prediction with 1.9M reactions from USPTO patents (1976-2016). (1) The product is: [S:1]1[C:5]2[CH:6]=[CH:7][CH:8]=[CH:9][C:4]=2[C:3]([CH2:10][N:11]2[C:19]([C:20]3[N:21]([CH3:25])[CH:22]=[CH:23][CH:24]=3)=[C:18]3[C:13]([N:14]([CH2:28][CH:29]([CH3:31])[CH3:30])[C:15](=[O:27])[N:16]([CH2:41][C:40]4[CH:35]=[CH:36][CH:37]=[CH:38][N:39]=4)[C:17]3=[O:26])=[N:12]2)=[CH:2]1. Given the reactants [S:1]1[C:5]2[CH:6]=[CH:7][CH:8]=[CH:9][C:4]=2[C:3]([CH2:10][N:11]2[C:19]([C:20]3[N:21]([CH3:25])[CH:22]=[CH:23][CH:24]=3)=[C:18]3[C:13]([N:14]([CH2:28][CH:29]([CH3:31])[CH3:30])[C:15](=[O:27])[NH:16][C:17]3=[O:26])=[N:12]2)=[CH:2]1.N12C[CH2:41][CH2:40][N:39]=[C:38]1[CH2:37][CH2:36][CH2:35]CC2.Cl.N1C=CC=CC=1CCl, predict the reaction product. (2) Given the reactants [Cl:1][C:2]1[CH:7]=[CH:6][C:5]([NH:8]C(=O)C(C)(C)C)=[CH:4][CH:3]=1.C([Li])CCC.[C:20]1(=[O:26])[O:25][CH:23]([CH3:24])[CH2:22][CH2:21]1, predict the reaction product. The product is: [NH2:8][C:5]1[CH:4]=[CH:3][C:2]([Cl:1])=[CH:7][C:6]=1[C:20](=[O:26])[CH2:21][CH2:22][CH:23]([OH:25])[CH3:24]. (3) Given the reactants [CH3:1][O:2][C:3]1[C:8]([C:9]#[N:10])=[CH:7][C:6](B2OC(C)(C)C(C)(C)O2)=[CH:5][N:4]=1.O.O.P([O-])([O-])([O-])=O.[K+].[K+].[K+].Br[C:31]1[N:36]=[C:35]2[N:37]([CH3:46])[N:38]=[C:39]([C:40]3[CH:45]=[CH:44][CH:43]=[CH:42][CH:41]=3)[C:34]2=[C:33]([C:47]([F:50])([F:49])[F:48])[CH:32]=1.ClCCl.CCCCC, predict the reaction product. The product is: [CH3:1][O:2][C:3]1[C:8]([C:9]#[N:10])=[CH:7][C:6]([C:31]2[N:36]=[C:35]3[N:37]([CH3:46])[N:38]=[C:39]([C:40]4[CH:45]=[CH:44][CH:43]=[CH:42][CH:41]=4)[C:34]3=[C:33]([C:47]([F:48])([F:49])[F:50])[CH:32]=2)=[CH:5][N:4]=1. (4) Given the reactants [CH2:1]([O:8][C:9]1[CH:10]=[C:11]2[C:15](=[CH:16][CH:17]=1)[NH:14][CH:13]=[C:12]2[CH:18]=[O:19])[C:2]1[CH:7]=[CH:6][CH:5]=[CH:4][CH:3]=1.[H-].[Na+].[CH3:22]I.O, predict the reaction product. The product is: [CH2:1]([O:8][C:9]1[CH:10]=[C:11]2[C:15](=[CH:16][CH:17]=1)[N:14]([CH3:22])[CH:13]=[C:12]2[CH:18]=[O:19])[C:2]1[CH:3]=[CH:4][CH:5]=[CH:6][CH:7]=1. (5) The product is: [Cl:18][C:7]1[N:8]=[C:9]([N:12]2[CH2:17][CH2:16][O:15][CH2:14][CH2:13]2)[C:10]2[S:11][C:3]([CH2:2][N:24]3[CH2:23][CH2:22][N:21]4[CH2:25][CH2:26][CH2:27][C@H:20]4[CH2:19]3)=[CH:4][C:5]=2[N:6]=1. Given the reactants Br[CH2:2][C:3]1[S:11][C:10]2[C:9]([N:12]3[CH2:17][CH2:16][O:15][CH2:14][CH2:13]3)=[N:8][C:7]([Cl:18])=[N:6][C:5]=2[CH:4]=1.[CH2:19]1[NH:24][CH2:23][CH2:22][N:21]2[CH2:25][CH2:26][CH2:27][C@@H:20]12.C(=O)([O-])[O-].[K+].[K+], predict the reaction product. (6) The product is: [N:1]1([C:11]2[CH:12]=[CH:13][C:14]([CH2:17][NH:18][C:19]([C:21]3[CH:26]=[C:25]([NH:27][C:42]([C:37]4[C:36]([C:33]5[CH:34]=[CH:35][C:30]([C:29]([F:28])([F:45])[F:46])=[CH:31][CH:32]=5)=[CH:41][CH:40]=[CH:39][CH:38]=4)=[O:43])[N:24]=[CH:23][N:22]=3)=[O:20])=[CH:15][CH:16]=2)[C:10]2[C:5](=[CH:6][CH:7]=[CH:8][CH:9]=2)[CH2:4][CH2:3][CH2:2]1. Given the reactants [N:1]1([C:11]2[CH:16]=[CH:15][C:14]([CH2:17][NH:18][C:19]([C:21]3[CH:26]=[C:25]([NH2:27])[N:24]=[CH:23][N:22]=3)=[O:20])=[CH:13][CH:12]=2)[C:10]2[C:5](=[CH:6][CH:7]=[CH:8][CH:9]=2)[CH2:4][CH2:3][CH2:2]1.[F:28][C:29]([F:46])([F:45])[C:30]1[CH:35]=[CH:34][C:33]([C:36]2[C:37]([C:42](Cl)=[O:43])=[CH:38][CH:39]=[CH:40][CH:41]=2)=[CH:32][CH:31]=1.C(N(CC)CC)C, predict the reaction product. (7) Given the reactants [C:1]([C:5]1[CH:6]=[C:7]([NH:11][C:12]2[S:13][C:14]3[CH:20]=[CH:19][C:18]([OH:21])=[CH:17][C:15]=3[N:16]=2)[CH:8]=[CH:9][CH:10]=1)([CH3:4])([CH3:3])[CH3:2].C[Si]([N-][Si](C)(C)C)(C)C.[K+].C(=O)([O-])[O-].[K+].[K+].Cl[C:39]1[CH:44]=[CH:43][N:42]=[C:41]([NH:45][C:46]([CH:48]2[CH2:53][CH2:52][N:51]([CH3:54])[CH2:50][CH2:49]2)=[O:47])[CH:40]=1, predict the reaction product. The product is: [C:1]([C:5]1[CH:6]=[C:7]([NH:11][C:12]2[S:13][C:14]3[CH:20]=[CH:19][C:18]([O:21][C:39]4[CH:44]=[CH:43][N:42]=[C:41]([NH:45][C:46]([CH:48]5[CH2:53][CH2:52][N:51]([CH3:54])[CH2:50][CH2:49]5)=[O:47])[CH:40]=4)=[CH:17][C:15]=3[N:16]=2)[CH:8]=[CH:9][CH:10]=1)([CH3:4])([CH3:2])[CH3:3]. (8) Given the reactants [N:1]([CH2:4][C:5]1[C:6]([N:16]2[CH2:21][CH2:20][CH2:19][CH2:18][CH2:17]2)=[N:7][C:8]2[C:13]([CH:14]=1)=[CH:12][CH:11]=[CH:10][C:9]=2[Cl:15])=[N+]=[N-], predict the reaction product. The product is: [Cl:15][C:9]1[CH:10]=[CH:11][CH:12]=[C:13]2[C:8]=1[N:7]=[C:6]([N:16]1[CH2:21][CH2:20][CH2:19][CH2:18][CH2:17]1)[C:5]([CH2:4][NH2:1])=[CH:14]2.